From a dataset of Reaction yield outcomes from USPTO patents with 853,638 reactions. Predict the reaction yield, written as a fraction of the theoretical maximum amount of product (1.0 means a 100% yield; for example, 0.34 means a 34% yield). (1) The reactants are [Br:1][CH2:2][CH2:3][CH2:4][CH2:5][CH2:6][CH2:7][CH2:8][C:9]1[CH:14]=[CH:13][C:12]([OH:15])=[CH:11][CH:10]=1.C([O-])([O-])=O.[K+].[K+].[CH2:22](Br)[C:23]1[CH:28]=[CH:27][CH:26]=[CH:25][CH:24]=1. The catalyst is CC(C)=O.C(OCC)C. The product is [Br:1][CH2:2][CH2:3][CH2:4][CH2:5][CH2:6][CH2:7][CH2:8][C:9]1[CH:14]=[CH:13][C:12]([O:15][CH2:22][C:23]2[CH:28]=[CH:27][CH:26]=[CH:25][CH:24]=2)=[CH:11][CH:10]=1. The yield is 0.780. (2) The catalyst is O. The reactants are [F:1][C:2]1[CH:3]=[C:4]([F:19])[C:5]2[O:9][C:8]([C:10]3[CH:15]=[CH:14][C:13]([O:16]C)=[CH:12][CH:11]=3)=[CH:7][C:6]=2[CH:18]=1.Cl.N1C=CC=CC=1. The product is [F:1][C:2]1[CH:3]=[C:4]([F:19])[C:5]2[O:9][C:8]([C:10]3[CH:11]=[CH:12][C:13]([OH:16])=[CH:14][CH:15]=3)=[CH:7][C:6]=2[CH:18]=1. The yield is 0.130. (3) The reactants are [C:1]([NH:4][C:5]1[CH:6]=[C:7]2[C:12](=[CH:13][CH:14]=1)[C:11](=[O:15])[CH2:10][CH2:9][CH2:8]2)(=[O:3])[CH3:2].[CH:16]1([CH:21]=O)[CH2:20][CH2:19][CH2:18][CH2:17]1.N1CCCC1.Cl. The catalyst is CO. The product is [CH:16]1(/[CH:21]=[C:10]2/[C:11](=[O:15])[C:12]3[CH:13]=[CH:14][C:5]([NH:4][C:1](=[O:3])[CH3:2])=[CH:6][C:7]=3[CH2:8][CH2:9]/2)[CH2:20][CH2:19][CH2:18][CH2:17]1. The yield is 0.720. (4) The reactants are [NH2:1][C:2]1[CH:7]=[CH:6][C:5]([NH:8][C:9]([NH:11][C:12]2[CH:13]=[C:14]3[C:18](=[CH:19][CH:20]=2)[N:17]([CH2:21][CH2:22][N:23]2[CH2:27][CH2:26][CH2:25][CH2:24]2)[N:16]=[CH:15]3)=[O:10])=[CH:4][CH:3]=1.[C:28]1(B(O)O)[CH:33]=[CH:32][CH:31]=[CH:30][CH:29]=1.C(N(CC)CC)C. The catalyst is ClCCl.C([O-])(=O)C.[Cu+2].C([O-])(=O)C. The product is [C:28]1([NH:1][C:2]2[CH:7]=[CH:6][C:5]([NH:8][C:9]([NH:11][C:12]3[CH:13]=[C:14]4[C:18](=[CH:19][CH:20]=3)[N:17]([CH2:21][CH2:22][N:23]3[CH2:24][CH2:25][CH2:26][CH2:27]3)[N:16]=[CH:15]4)=[O:10])=[CH:4][CH:3]=2)[CH:33]=[CH:32][CH:31]=[CH:30][CH:29]=1. The yield is 0.450. (5) The yield is 0.460. The catalyst is C1COCC1.C1C=CC(P(C2C=CC=CC=2)[C-]2C=CC=C2)=CC=1.C1C=CC(P(C2C=CC=CC=2)[C-]2C=CC=C2)=CC=1.Cl[Pd]Cl.[Fe+2].C(Cl)Cl. The reactants are CC1(C)C(C)(C)OB([C:9]2[CH:14]=[CH:13][C:12]([CH2:15][C:16]([O:18][CH2:19][CH3:20])=[O:17])=[CH:11][CH:10]=2)O1.Br[C:23]1[C:28]([N+:29]([O-:31])=[O:30])=[CH:27][C:26]([Br:32])=[CH:25][N:24]=1.P([O-])([O-])([O-])=O.[K+].[K+].[K+].C([O-])(O)=O.[Na+]. The product is [Br:32][C:26]1[CH:27]=[C:28]([N+:29]([O-:31])=[O:30])[C:23]([C:9]2[CH:10]=[CH:11][C:12]([CH2:15][C:16]([O:18][CH2:19][CH3:20])=[O:17])=[CH:13][CH:14]=2)=[N:24][CH:25]=1. (6) The reactants are [Cl-].O[NH3+:3].[C:4](=[O:7])([O-])[OH:5].[Na+].CS(C)=O.[CH2:13]([C:15]1[N:16]([C:40]2[CH:45]=[CH:44][C:43]([N:46]3[CH2:51][CH2:50][O:49][CH2:48][CH2:47]3)=[CH:42][CH:41]=2)[C:17](=[O:39])[C:18]([CH2:24][C:25]2[CH:30]=[CH:29][C:28]([C:31]3[C:32]([C:37]#[N:38])=[CH:33][CH:34]=[CH:35][CH:36]=3)=[CH:27][CH:26]=2)=[C:19]([CH2:21][CH2:22][CH3:23])[N:20]=1)[CH3:14]. The catalyst is O. The product is [CH2:13]([C:15]1[N:16]([C:40]2[CH:41]=[CH:42][C:43]([N:46]3[CH2:51][CH2:50][O:49][CH2:48][CH2:47]3)=[CH:44][CH:45]=2)[C:17](=[O:39])[C:18]([CH2:24][C:25]2[CH:26]=[CH:27][C:28]([C:31]3[CH:36]=[CH:35][CH:34]=[CH:33][C:32]=3[C:37]3[NH:3][C:4](=[O:7])[O:5][N:38]=3)=[CH:29][CH:30]=2)=[C:19]([CH2:21][CH2:22][CH3:23])[N:20]=1)[CH3:14]. The yield is 0.540.